From a dataset of Forward reaction prediction with 1.9M reactions from USPTO patents (1976-2016). Predict the product of the given reaction. (1) Given the reactants [H-].[Na+].[F:3][C:4]1[CH:22]=[CH:21][C:20]([F:23])=[CH:19][C:5]=1[O:6][CH2:7][C:8]1[CH:17]=[C:16]2[C:11]([CH:12]=[CH:13][C:14](=[O:18])[O:15]2)=[CH:10][CH:9]=1.Cl.[CH3:25][OH:26], predict the reaction product. The product is: [CH3:25][O:26][C:14](=[O:18])[CH:13]=[CH:12][C:11]1[CH:10]=[CH:9][C:8]([CH2:7][O:6][C:5]2[CH:19]=[C:20]([F:23])[CH:21]=[CH:22][C:4]=2[F:3])=[CH:17][C:16]=1[OH:15]. (2) The product is: [C:31]([NH:16][NH:15][C:13]([C:11]1[CH:10]=[CH:9][N:8]2[C:17]([CH2:18][CH:19]3[CH2:20][CH2:21][CH2:22][CH2:23][CH2:24]3)=[C:5]([C:1]([CH3:4])([CH3:2])[CH3:3])[N:6]=[C:7]2[CH:12]=1)=[O:14])(=[O:38])[C:32]1[CH:37]=[CH:36][CH:35]=[CH:34][CH:33]=1. Given the reactants [C:1]([C:5]1[N:6]=[C:7]2[CH:12]=[C:11]([C:13]([NH:15][NH2:16])=[O:14])[CH:10]=[CH:9][N:8]2[C:17]=1[CH2:18][CH:19]1[CH2:24][CH2:23][CH2:22][CH2:21][CH2:20]1)([CH3:4])([CH3:3])[CH3:2].N1C=CC=CC=1.[C:31](Cl)(=[O:38])[C:32]1[CH:37]=[CH:36][CH:35]=[CH:34][CH:33]=1, predict the reaction product. (3) Given the reactants [CH3:1][C:2]1[N:7]=[C:6]([NH2:8])[CH:5]=[CH:4][C:3]=1[N+:9]([O-:11])=[O:10].[C:12](OC(=O)C)(=[O:14])[CH3:13], predict the reaction product. The product is: [CH3:1][C:2]1[N:7]=[C:6]([NH:8][C:12](=[O:14])[CH3:13])[CH:5]=[CH:4][C:3]=1[N+:9]([O-:11])=[O:10]. (4) Given the reactants [C:1]1([CH3:21])[CH:6]=[CH:5][C:4]([S:7]([C:10]2[NH:14][CH:13]=[N:12][C:11]=2[C:15]2[CH:20]=[CH:19][CH:18]=[CH:17][N:16]=2)(=[O:9])=[O:8])=[CH:3][CH:2]=1.[H-].[Na+].[CH3:24][Si:25]([CH2:28][CH2:29][O:30][CH2:31]Cl)([CH3:27])[CH3:26].O, predict the reaction product. The product is: [C:1]1([CH3:21])[CH:2]=[CH:3][C:4]([S:7]([C:10]2[N:14]([CH2:31][O:30][CH2:29][CH2:28][Si:25]([CH3:27])([CH3:26])[CH3:24])[CH:13]=[N:12][C:11]=2[C:15]2[CH:20]=[CH:19][CH:18]=[CH:17][N:16]=2)(=[O:9])=[O:8])=[CH:5][CH:6]=1. (5) Given the reactants [C:1](#[N:5])[CH2:2][C:3]#[N:4].[CH2:6]1[CH2:16]CN2C(=NCCC2)[CH2:8][CH2:7]1.BrCCCCBr, predict the reaction product. The product is: [C:2]1([C:1]#[N:5])([C:3]#[N:4])[CH2:8][CH2:7][CH2:6][CH2:16]1. (6) Given the reactants [NH2:1][C:2]1[C:7]([S:8]([N:11]([CH3:13])[CH3:12])(=[O:10])=[O:9])=[CH:6][C:5](Br)=[CH:4][N:3]=1.[CH3:15][C:16]1([CH3:32])[C:20]([CH3:22])([CH3:21])[O:19][B:18]([B:18]2[O:19][C:20]([CH3:22])([CH3:21])[C:16]([CH3:32])([CH3:15])[O:17]2)[O:17]1.C([O-])(=O)C.[K+], predict the reaction product. The product is: [NH2:1][C:2]1[C:7]([S:8]([N:11]([CH3:13])[CH3:12])(=[O:10])=[O:9])=[CH:6][C:5]([B:18]2[O:19][C:20]([CH3:22])([CH3:21])[C:16]([CH3:32])([CH3:15])[O:17]2)=[CH:4][N:3]=1.